Task: Predict the product of the given reaction.. Dataset: Forward reaction prediction with 1.9M reactions from USPTO patents (1976-2016) (1) Given the reactants Cl.Cl.[Cl:3][C:4]1[CH:5]=[C:6]([N:10]2[C:25](=[O:26])[C:14]3[CH:15]=[N:16][C:17]4[C:18]([O:23][CH3:24])=[CH:19][CH:20]=[CH:21][C:22]=4[C:13]=3[N:12]([CH:27]3[CH2:32][CH2:31][NH:30][CH2:29][CH2:28]3)[C:11]2=[O:33])[CH:7]=[CH:8][CH:9]=1.[CH3:34][S:35](Cl)(=[O:37])=[O:36], predict the reaction product. The product is: [Cl:3][C:4]1[CH:5]=[C:6]([N:10]2[C:25](=[O:26])[C:14]3[CH:15]=[N:16][C:17]4[C:18]([O:23][CH3:24])=[CH:19][CH:20]=[CH:21][C:22]=4[C:13]=3[N:12]([CH:27]3[CH2:32][CH2:31][N:30]([S:35]([CH3:34])(=[O:37])=[O:36])[CH2:29][CH2:28]3)[C:11]2=[O:33])[CH:7]=[CH:8][CH:9]=1. (2) Given the reactants [CH3:1][Sn:2](=O)[CH3:3].[C:5]([OH:24])(=[O:23])[CH2:6][CH2:7][CH2:8][CH2:9][CH2:10][CH2:11][CH2:12]/[CH:13]=[CH:14]\[CH2:15][CH2:16][CH2:17][CH2:18][CH2:19][CH2:20][CH2:21][CH3:22], predict the reaction product. The product is: [C:5]([O-:24])(=[O:23])[CH2:6][CH2:7][CH2:8][CH2:9][CH2:10][CH2:11][CH2:12]/[CH:13]=[CH:14]\[CH2:15][CH2:16][CH2:17][CH2:18][CH2:19][CH2:20][CH2:21][CH3:22].[C:5]([O-:24])(=[O:23])[CH2:6][CH2:7][CH2:8][CH2:9][CH2:10][CH2:11][CH2:12]/[CH:13]=[CH:14]\[CH2:15][CH2:16][CH2:17][CH2:18][CH2:19][CH2:20][CH2:21][CH3:22].[CH3:1][Sn+2:2][CH3:3]. (3) Given the reactants [NH2:1][CH2:2][CH2:3][C:4]1[CH:19]=[CH:18][C:7]([O:8][C:9]2[N:17]=[CH:16][CH:15]=[CH:14][C:10]=2[C:11]([NH2:13])=[O:12])=[CH:6][CH:5]=1.[CH:20](=O)[C:21]1[CH:26]=[CH:25][CH:24]=[CH:23][CH:22]=1.[BH4-].[Na+], predict the reaction product. The product is: [CH2:20]([NH:1][CH2:2][CH2:3][C:4]1[CH:5]=[CH:6][C:7]([O:8][C:9]2[N:17]=[CH:16][CH:15]=[CH:14][C:10]=2[C:11]([NH2:13])=[O:12])=[CH:18][CH:19]=1)[C:21]1[CH:26]=[CH:25][CH:24]=[CH:23][CH:22]=1. (4) Given the reactants [CH:1]1([CH2:4][S:5]([C:8]2[CH:9]=[C:10](C3N4C(C=NC(SC)=N4)=CC=3)[CH:11]=[CH:12][CH:13]=2)(=[O:7])=[O:6])[CH2:3][CH2:2]1.BrC1C=CC=C(S(CC2CC2)(=O)=O)C=1.CC([O-])=O.[K+].[CH3:44][C:45]1([CH3:61])[C:49]([CH3:51])([CH3:50])[O:48][B:47]([B:47]2[O:48][C:49]([CH3:51])([CH3:50])[C:45]([CH3:61])([CH3:44])[O:46]2)[O:46]1.ClCCl, predict the reaction product. The product is: [CH:1]1([CH2:4][S:5]([C:8]2[CH:9]=[C:10]([B:47]3[O:48][C:49]([CH3:51])([CH3:50])[C:45]([CH3:61])([CH3:44])[O:46]3)[CH:11]=[CH:12][CH:13]=2)(=[O:6])=[O:7])[CH2:2][CH2:3]1. (5) Given the reactants [O:1]=[C:2]1[N:6]([CH2:7][C:8]([O:10]CC)=[O:9])[CH2:5][CH2:4][O:3]1, predict the reaction product. The product is: [O:1]=[C:2]1[N:6]([CH2:7][C:8]([OH:10])=[O:9])[CH2:5][CH2:4][O:3]1. (6) Given the reactants [C:1]([C:4]1[CH:5]=[C:6]([CH:8]=[CH:9][CH:10]=1)[NH2:7])(=[O:3])[CH3:2].[CH3:11][N:12]=[C:13]=[S:14].NC(N)=S.[CH3:19][C:20]1[C:21](=[O:31])[C:22]2[C:27]([C:28](=O)[CH:29]=1)=[CH:26][CH:25]=[CH:24][CH:23]=2.[ClH:32], predict the reaction product. The product is: [Cl-:32].[C:1]([C:4]1[CH:5]=[C:6]([NH:7][C:13]2[S:14][C:29]3[C:20]([CH3:19])=[C:21]([OH:31])[C:22]4[C:27](=[CH:26][CH:25]=[CH:24][CH:23]=4)[C:28]=3[N+:12]=2[CH3:11])[CH:8]=[CH:9][CH:10]=1)(=[O:3])[CH3:2].